From a dataset of Reaction yield outcomes from USPTO patents with 853,638 reactions. Predict the reaction yield, written as a fraction of the theoretical maximum amount of product (1.0 means a 100% yield; for example, 0.34 means a 34% yield). (1) The reactants are [Cl-].O[NH3+:3].[C:4](=[O:7])([O-])[OH:5].[Na+].CS(C)=O.[OH:13][C:14]([C:17]1[CH:22]=[CH:21][C:20]([N:23]2[C:28](=[O:29])[C:27]([CH2:30][C:31]3[CH:36]=[CH:35][C:34]([C:37]4[C:38]([C:43]#[N:44])=[CH:39][CH:40]=[CH:41][CH:42]=4)=[CH:33][CH:32]=3)=[C:26]([CH2:45][CH2:46][CH3:47])[N:25]3[N:48]=[CH:49][N:50]=[C:24]23)=[CH:19][CH:18]=1)([CH3:16])[CH3:15]. The catalyst is C(OCC)(=O)C. The product is [OH:13][C:14]([C:17]1[CH:22]=[CH:21][C:20]([N:23]2[C:28](=[O:29])[C:27]([CH2:30][C:31]3[CH:36]=[CH:35][C:34]([C:37]4[CH:42]=[CH:41][CH:40]=[CH:39][C:38]=4[C:43]4[NH:3][C:4](=[O:7])[O:5][N:44]=4)=[CH:33][CH:32]=3)=[C:26]([CH2:45][CH2:46][CH3:47])[N:25]3[N:48]=[CH:49][N:50]=[C:24]23)=[CH:19][CH:18]=1)([CH3:16])[CH3:15]. The yield is 0.240. (2) The reactants are [Cl:1][C:2]1[C:3]([NH:18][C:19]2[C:26]([F:27])=[CH:25][CH:24]=[CH:23]C=2C#N)=[CH:4][C:5]([NH:8][C:9]2[N:13]([CH:14]([CH3:16])[CH3:15])[N:12]=[C:11]([CH3:17])[CH:10]=2)=[N:6][CH:7]=1.[OH-].[Na+].[C:30]([O:33]CC)(=[O:32])[CH3:31]. The catalyst is O1CCOCC1. The product is [Cl:1][C:2]1[C:3]([NH:18][C:19]2[C:26]([F:27])=[CH:25][CH:24]=[CH:23][C:31]=2[C:30]([OH:33])=[O:32])=[CH:4][C:5]([NH:8][C:9]2[N:13]([CH:14]([CH3:16])[CH3:15])[N:12]=[C:11]([CH3:17])[CH:10]=2)=[N:6][CH:7]=1. The yield is 0.750. (3) The reactants are [CH2:1]([C:3]1[N:7]([C:8]2[C:16]3[O:15][CH2:14][C@@H:13]([N:17](C(=O)C(F)(F)F)[C:18]4[CH:31]=[CH:30][C:21]5[C@H:22]([CH2:25][C:26]([O:28]C)=[O:27])[CH2:23][O:24][C:20]=5[CH:19]=4)[C:12]=3[CH:11]=[CH:10][CH:9]=2)[C:6]2[CH:38]=[C:39]([F:42])[CH:40]=[CH:41][C:5]=2[N:4]=1)[CH3:2].[OH-].[Na+].Cl. The catalyst is O1CCCC1.CO.O. The product is [CH2:1]([C:3]1[N:7]([C:8]2[C:16]3[O:15][CH2:14][C@@H:13]([NH:17][C:18]4[CH:31]=[CH:30][C:21]5[C@H:22]([CH2:25][C:26]([OH:28])=[O:27])[CH2:23][O:24][C:20]=5[CH:19]=4)[C:12]=3[CH:11]=[CH:10][CH:9]=2)[C:6]2[CH:38]=[C:39]([F:42])[CH:40]=[CH:41][C:5]=2[N:4]=1)[CH3:2]. The yield is 0.830.